From a dataset of Full USPTO retrosynthesis dataset with 1.9M reactions from patents (1976-2016). Predict the reactants needed to synthesize the given product. (1) Given the product [CH:28]1([N:14]([CH:11]2[CH2:12][CH2:13][N:8]([C:5]3[C:4]([F:31])=[CH:3][C:2]([CH3:32])=[CH:7][N:6]=3)[CH2:9][CH2:10]2)[C:15](=[O:27])[C:16]2[CH:21]=[CH:20][C:19]([C:22]3[O:26][CH:25]=[N:24][CH:23]=3)=[CH:18][CH:17]=2)[CH2:30][CH2:29]1, predict the reactants needed to synthesize it. The reactants are: Br[C:2]1[CH:3]=[C:4]([F:31])[C:5]([N:8]2[CH2:13][CH2:12][CH:11]([N:14]([CH:28]3[CH2:30][CH2:29]3)[C:15](=[O:27])[C:16]3[CH:21]=[CH:20][C:19]([C:22]4[O:26][CH:25]=[N:24][CH:23]=4)=[CH:18][CH:17]=3)[CH2:10][CH2:9]2)=[N:6][CH:7]=1.[CH3:32]B(O)O.C([O-])([O-])=O.[Na+].[Na+]. (2) The reactants are: [CH:1]1[C:6]([Cl:7])=[CH:5][C:4]2[C@:8]([C:18]([F:21])([F:20])[F:19])([C:13]#[C:14][CH:15]3[CH2:17][CH2:16]3)[O:9][C:10]([NH:12][C:3]=2[CH:2]=1)=[O:11].C(=O)([O-])[O-].[K+].[K+].[I-].[Na+].[C:30]([O:34][C:35](=[O:40])[CH2:36][CH2:37][CH2:38]Br)([CH3:33])([CH3:32])[CH3:31]. Given the product [C:30]([O:34][C:35](=[O:40])[CH2:36][CH2:37][CH2:38][N:12]1[C:3]2[CH:2]=[CH:1][C:6]([Cl:7])=[CH:5][C:4]=2[C:8]([C:13]#[C:14][CH:15]2[CH2:16][CH2:17]2)([C:18]([F:20])([F:21])[F:19])[O:9][C:10]1=[O:11])([CH3:33])([CH3:32])[CH3:31], predict the reactants needed to synthesize it. (3) Given the product [Cl:3][C:4]1[CH:8]=[C:7]([C:9]([NH:11][CH2:12][CH2:13][OH:14])=[O:10])[NH:6][C:5]=1[C:15]([OH:17])=[O:16], predict the reactants needed to synthesize it. The reactants are: [Li+].[OH-].[Cl:3][C:4]1[CH:8]=[C:7]([C:9]([NH:11][CH2:12][CH2:13][OH:14])=[O:10])[NH:6][C:5]=1[C:15]([O:17]C)=[O:16]. (4) Given the product [CH2:1]([C:3]([C:8]1[C:9]([CH3:14])=[N+:10]([O-:20])[CH:11]=[CH:12][CH:13]=1)([O:6][CH3:7])[CH2:4][CH3:5])[CH3:2], predict the reactants needed to synthesize it. The reactants are: [CH2:1]([C:3]([C:8]1[C:9]([CH3:14])=[N:10][CH:11]=[CH:12][CH:13]=1)([O:6][CH3:7])[CH2:4][CH3:5])[CH3:2].ClC1C=C(C=CC=1)C(OO)=[O:20].